Task: Predict the product of the given reaction.. Dataset: Forward reaction prediction with 1.9M reactions from USPTO patents (1976-2016) (1) Given the reactants [H-].[Na+].[CH3:3][C:4]1[CH:9]=[C:8]([CH3:10])[CH:7]=[C:6]([CH3:11])[C:5]=1[OH:12].[Cl:13][C:14]1[N:15]=[C:16](Cl)[C:17]2[S:22][CH:21]=[C:20]([CH3:23])[C:18]=2[N:19]=1, predict the reaction product. The product is: [Cl:13][C:14]1[N:15]=[C:16]([O:12][C:5]2[C:6]([CH3:11])=[CH:7][C:8]([CH3:10])=[CH:9][C:4]=2[CH3:3])[C:17]2[S:22][CH:21]=[C:20]([CH3:23])[C:18]=2[N:19]=1. (2) Given the reactants [Br:1][C:2]1[O:6][C:5]([C:7]2[CH:12]=[C:11](Cl)[N:10]=[C:9](Cl)[N:8]=2)=[CH:4][CH:3]=1.[NH:15]1[CH2:20][CH2:19][O:18][CH2:17][CH2:16]1.[CH:21]([N:24](CC)[CH:25]([CH3:27])C)(C)[CH3:22].CC(N(C)C)=[O:32], predict the reaction product. The product is: [Br:1][C:2]1[O:6][C:5]([C:7]2[CH:12]=[C:11]([N:15]3[CH2:20][CH2:19][O:18][CH2:17][CH2:16]3)[N:10]=[C:9]([N:24]3[CH2:25][CH2:27][O:32][CH2:22][CH2:21]3)[N:8]=2)=[CH:4][CH:3]=1. (3) Given the reactants [CH:1]1[C:10]2[C:5](=[CH:6][CH:7]=[CH:8][CH:9]=2)[CH:4]=[CH:3][C:2]=1[CH2:11][CH2:12][CH2:13][C:14]1[O:18][N:17]=[C:16]([C:19]([OH:21])=O)[CH:15]=1.[O:22]1[CH2:27][CH2:26][O:25][CH2:24][CH:23]1[CH2:28][NH2:29].C(N(CC)CC)C.ON1C2C=CC=CC=2N=N1.Cl.C(N=C=NCCCN(C)C)C, predict the reaction product. The product is: [O:22]1[CH2:27][CH2:26][O:25][CH2:24][CH:23]1[CH2:28][NH:29][C:19]([C:16]1[CH:15]=[C:14]([CH2:13][CH2:12][CH2:11][C:2]2[CH:3]=[CH:4][C:5]3[C:10](=[CH:9][CH:8]=[CH:7][CH:6]=3)[CH:1]=2)[O:18][N:17]=1)=[O:21]. (4) The product is: [Cl:13][C:14]1[CH:21]=[C:20]([S:22]([CH3:25])(=[O:24])=[O:23])[CH:19]=[CH:18][C:11]=1[CH2:12][NH:8][C:1]([N:3]1[CH2:4][CH2:47][CH:42]([O:41][C:40]2[CH:39]=[CH:38][C:37]([Cl:35])=[CH:49][CH:48]=2)[CH2:6][CH2:7]1)=[O:2]. Given the reactants [C:1]([N:8]1[CH:12]=[CH:11]N=C1)([N:3]1[CH:7]=[CH:6]N=[CH:4]1)=[O:2].[Cl:13][C:14]1[CH:21]=[C:20]([S:22]([CH3:25])(=[O:24])=[O:23])[CH:19]=[CH:18]C=1CN.C(N(C(C)C)CC)(C)C.[ClH:35].F[C:37]1[CH:49]=[CH:48][C:40]([O:41][CH:42]2[CH2:47]CNCC2)=[CH:39][CH:38]=1, predict the reaction product. (5) Given the reactants O.[OH-].[Li+].[C:4]1(/[C:10](=[N:17]/[O:18][CH2:19][C:20]2[CH:25]=[CH:24][C:23]([O:26][CH2:27][C:28]3[N:29]=[C:30]([C:33]4[CH:38]=[CH:37][CH:36]=[CH:35][CH:34]=4)[S:31][CH:32]=3)=[CH:22][CH:21]=2)/[CH2:11][CH2:12][C:13]([O:15]C)=[O:14])[CH:9]=[CH:8][CH:7]=[CH:6][CH:5]=1.O.Cl, predict the reaction product. The product is: [C:4]1(/[C:10](=[N:17]/[O:18][CH2:19][C:20]2[CH:25]=[CH:24][C:23]([O:26][CH2:27][C:28]3[N:29]=[C:30]([C:33]4[CH:34]=[CH:35][CH:36]=[CH:37][CH:38]=4)[S:31][CH:32]=3)=[CH:22][CH:21]=2)/[CH2:11][CH2:12][C:13]([OH:15])=[O:14])[CH:9]=[CH:8][CH:7]=[CH:6][CH:5]=1. (6) Given the reactants BrC1C=C2C(=CC=1)C(=O)N([C@H](C(C)C)C(OC)=O)C2.[Br:20][C:21]1[CH:30]=[CH:29][C:24]([C:25]([O:27]C)=O)=[C:23]([CH2:31]Br)[CH:22]=1.Cl.[NH2:34][CH:35]([CH2:40][CH:41]([CH3:43])[CH3:42])[C:36]([O:38][CH3:39])=[O:37], predict the reaction product. The product is: [Br:20][C:21]1[CH:22]=[C:23]2[C:24](=[CH:29][CH:30]=1)[C:25](=[O:27])[N:34]([C@@H:35]([CH2:40][CH:41]([CH3:43])[CH3:42])[C:36]([O:38][CH3:39])=[O:37])[CH2:31]2.